Dataset: Reaction yield outcomes from USPTO patents with 853,638 reactions. Task: Predict the reaction yield, written as a fraction of the theoretical maximum amount of product (1.0 means a 100% yield; for example, 0.34 means a 34% yield). (1) The reactants are [NH:1]1[CH2:5][CH2:4][CH2:3][CH2:2]1.[C:6]([O:10][CH3:11])(=[O:9])[CH:7]=[CH2:8]. No catalyst specified. The product is [N:1]1([CH2:8][CH2:7][C:6]([O:10][CH3:11])=[O:9])[CH2:5][CH2:4][CH2:3][CH2:2]1. The yield is 0.950. (2) The reactants are Cl[C:2]1[C:11]2[C:6](=[CH:7][C:8]([NH:12][C:13]([O:15][CH2:16]C)=[O:14])=[CH:9][CH:10]=2)[CH:5]=[CH:4][N:3]=1.[CH3:18][O-:19].[Na+].[Cl-].[NH4+]. The catalyst is CS(C)=O. The product is [CH3:18][O:19][C:2]1[C:11]2[C:6](=[CH:7][C:8]([NH:12][C:13]([O:15][CH3:16])=[O:14])=[CH:9][CH:10]=2)[CH:5]=[CH:4][N:3]=1. The yield is 0.840. (3) The reactants are Cl[C:2]1[N:3]=[C:4]([Cl:11])[C:5]2[CH2:10][CH2:9][CH2:8][C:6]=2[N:7]=1.[CH3:12][S-:13].[Na+]. The catalyst is C1COCC1.C(=O)(O)[O-].[Na+]. The product is [Cl:11][C:4]1[C:5]2[CH2:10][CH2:9][CH2:8][C:6]=2[N:7]=[C:2]([S:13][CH3:12])[N:3]=1. The yield is 0.840. (4) The reactants are [OH:1][C:2]1[CH:7]=[CH:6][C:5]([CH:8]([CH:12]2C(=O)O[C:15](C)([CH3:19])[O:14][C:13]2=[O:21])[C:9]#[C:10][CH3:11])=[CH:4][CH:3]=1. The catalyst is N1C=CC=CC=1.C(O)C. The product is [CH2:15]([O:14][C:13](=[O:21])[CH2:12][CH:8]([C:5]1[CH:4]=[CH:3][C:2]([OH:1])=[CH:7][CH:6]=1)[C:9]#[C:10][CH3:11])[CH3:19]. The yield is 0.910. (5) The reactants are Cl[C:2]1[N:3]=[C:4]([OH:12])[C:5]2[CH:11]=[CH:10][N:9]=[CH:8][C:6]=2[N:7]=1.[CH2:13]([N:20]1[C:28]2[C:23](=[CH:24][CH:25]=[C:26]([OH:29])[CH:27]=2)[CH:22]=[N:21]1)[C:14]1[CH:19]=[CH:18][CH:17]=[CH:16][CH:15]=1. No catalyst specified. The product is [CH2:13]([N:20]1[C:28]2[C:23](=[CH:24][CH:25]=[C:26]([O:29][C:2]3[N:3]=[C:4]([OH:12])[C:5]4[CH:11]=[CH:10][N:9]=[CH:8][C:6]=4[N:7]=3)[CH:27]=2)[CH:22]=[N:21]1)[C:14]1[CH:15]=[CH:16][CH:17]=[CH:18][CH:19]=1. The yield is 0.160. (6) The reactants are [CH2:1]([C@H:8]([NH:30]C(=O)OC(C)(C)C)[CH2:9][C@H:10]([OH:29])[C@@H:11]([NH:19][C:20]([O:22][CH2:23][C:24]1[S:28][CH:27]=[N:26][CH:25]=1)=[O:21])[CH2:12][C:13]1[CH:18]=[CH:17][CH:16]=[CH:15][CH:14]=1)[C:2]1[CH:7]=[CH:6][CH:5]=[CH:4][CH:3]=1. The catalyst is Cl.O1CCOCC1. The product is [NH2:30][C@@H:8]([CH2:1][C:2]1[CH:3]=[CH:4][CH:5]=[CH:6][CH:7]=1)[CH2:9][C@H:10]([OH:29])[C@@H:11]([NH:19][C:20](=[O:21])[O:22][CH2:23][C:24]1[S:28][CH:27]=[N:26][CH:25]=1)[CH2:12][C:13]1[CH:18]=[CH:17][CH:16]=[CH:15][CH:14]=1. The yield is 0.982. (7) The reactants are [OH-].[Na+].[C:11](O[C:11]([O:13][C:14]([CH3:17])([CH3:16])[CH3:15])=[O:12])([O:13][C:14]([CH3:17])([CH3:16])[CH3:15])=[O:12].[CH2:18]([CH:20]1[NH:25][CH2:24][CH2:23][N:22]([C:26]2[CH:31]=[CH:30][C:29]([N+:32]([O-:34])=[O:33])=[CH:28][C:27]=2[F:35])[CH2:21]1)[CH3:19].O. The catalyst is O1CCCC1. The product is [C:14]([O:13][C:11]([N:25]1[CH2:24][CH2:23][N:22]([C:26]2[CH:31]=[CH:30][C:29]([N+:32]([O-:34])=[O:33])=[CH:28][C:27]=2[F:35])[CH2:21][CH:20]1[CH2:18][CH3:19])=[O:12])([CH3:15])([CH3:16])[CH3:17]. The yield is 0.840. (8) The reactants are [CH2:1]([O:3][CH:4]([O:20][CH2:21][CH3:22])[C:5]1[N:10]=[C:9]([S:11][CH2:12][C:13]2[CH:18]=[CH:17][CH:16]=[CH:15][CH:14]=2)[N:8]=[C:7]([NH2:19])[CH:6]=1)[CH3:2].[Br:23][C:24]1[CH:33]=[CH:32][C:27]2[N:28]=[C:29](Cl)[S:30][C:26]=2[CH:25]=1.[H-].[Na+].[Cl-].[NH4+]. The catalyst is CN(C)C=O.C(OCC)(=O)C. The product is [CH2:21]([O:20][CH:4]([O:3][CH2:1][CH3:2])[C:5]1[N:10]=[C:9]([S:11][CH2:12][C:13]2[CH:18]=[CH:17][CH:16]=[CH:15][CH:14]=2)[N:8]=[C:7]([NH:19][C:29]2[S:30][C:26]3[CH:25]=[C:24]([Br:23])[CH:33]=[CH:32][C:27]=3[N:28]=2)[CH:6]=1)[CH3:22]. The yield is 0.990.